Dataset: Full USPTO retrosynthesis dataset with 1.9M reactions from patents (1976-2016). Task: Predict the reactants needed to synthesize the given product. Given the product [CH3:41][O:40][C:38]([C:37]1[CH:36]=[CH:35][C:34]([CH2:33][CH2:32][C:29]2[CH:30]=[CH:31][C:26]([NH:25][C:23]([C:22]3[C:21]4[CH2:44][CH2:45][CH2:46][CH2:47][C:20]=4[S:19][C:18]=3[NH:17][C:15]([C:14]3[CH:13]=[C:12]([CH:50]=[CH:49][CH:48]=3)[CH2:11][N:5]([CH:6]([CH2:7][CH3:8])[CH2:9][CH3:10])[CH2:4][CH2:3][N:2]([CH2:52][C:53]3[CH:54]=[C:55]([CH:60]=[CH:61][CH:62]=3)[C:56]([O:58][CH3:59])=[O:57])[CH3:1])=[O:16])=[O:24])=[CH:27][CH:28]=2)=[CH:43][CH:42]=1)=[O:39], predict the reactants needed to synthesize it. The reactants are: [CH3:1][NH:2][CH2:3][CH2:4][N:5]([CH2:11][C:12]1[CH:13]=[C:14]([CH:48]=[CH:49][CH:50]=1)[C:15]([NH:17][C:18]1[S:19][C:20]2[CH2:47][CH2:46][CH2:45][CH2:44][C:21]=2[C:22]=1[C:23]([NH:25][C:26]1[CH:31]=[CH:30][C:29]([CH2:32][CH2:33][C:34]2[CH:43]=[CH:42][C:37]([C:38]([O:40][CH3:41])=[O:39])=[CH:36][CH:35]=2)=[CH:28][CH:27]=1)=[O:24])=[O:16])[CH:6]([CH2:9][CH3:10])[CH2:7][CH3:8].Br[CH2:52][C:53]1[CH:54]=[C:55]([CH:60]=[CH:61][CH:62]=1)[C:56]([O:58][CH3:59])=[O:57].